Dataset: NCI-60 drug combinations with 297,098 pairs across 59 cell lines. Task: Regression. Given two drug SMILES strings and cell line genomic features, predict the synergy score measuring deviation from expected non-interaction effect. (1) Drug 1: C1=CC(=C2C(=C1NCCNCCO)C(=O)C3=C(C=CC(=C3C2=O)O)O)NCCNCCO. Drug 2: C1=CC=C(C=C1)NC(=O)CCCCCCC(=O)NO. Cell line: KM12. Synergy scores: CSS=41.3, Synergy_ZIP=5.64, Synergy_Bliss=4.11, Synergy_Loewe=7.75, Synergy_HSA=9.03. (2) Drug 1: C1=NC2=C(N1)C(=S)N=C(N2)N. Drug 2: CCC1(CC2CC(C3=C(CCN(C2)C1)C4=CC=CC=C4N3)(C5=C(C=C6C(=C5)C78CCN9C7C(C=CC9)(C(C(C8N6C)(C(=O)OC)O)OC(=O)C)CC)OC)C(=O)OC)O.OS(=O)(=O)O. Cell line: NCI/ADR-RES. Synergy scores: CSS=38.2, Synergy_ZIP=3.36, Synergy_Bliss=2.12, Synergy_Loewe=4.29, Synergy_HSA=4.45. (3) Drug 1: CC1=C(C(=CC=C1)Cl)NC(=O)C2=CN=C(S2)NC3=CC(=NC(=N3)C)N4CCN(CC4)CCO. Drug 2: CN1C2=C(C=C(C=C2)N(CCCl)CCCl)N=C1CCCC(=O)O.Cl. Cell line: UO-31. Synergy scores: CSS=26.9, Synergy_ZIP=-5.00, Synergy_Bliss=2.71, Synergy_Loewe=-68.7, Synergy_HSA=3.07. (4) Drug 1: C1CC(=O)NC(=O)C1N2C(=O)C3=CC=CC=C3C2=O. Drug 2: C(CCl)NC(=O)N(CCCl)N=O. Cell line: SK-MEL-5. Synergy scores: CSS=0.117, Synergy_ZIP=-4.56, Synergy_Bliss=-7.31, Synergy_Loewe=-11.8, Synergy_HSA=-6.89. (5) Drug 1: CC(CN1CC(=O)NC(=O)C1)N2CC(=O)NC(=O)C2. Drug 2: C#CCC(CC1=CN=C2C(=N1)C(=NC(=N2)N)N)C3=CC=C(C=C3)C(=O)NC(CCC(=O)O)C(=O)O. Cell line: NCI-H226. Synergy scores: CSS=7.42, Synergy_ZIP=-3.77, Synergy_Bliss=-1.69, Synergy_Loewe=-2.35, Synergy_HSA=-1.92. (6) Drug 1: C1=CC(=CC=C1CCC2=CNC3=C2C(=O)NC(=N3)N)C(=O)NC(CCC(=O)O)C(=O)O. Drug 2: C1CN1P(=S)(N2CC2)N3CC3. Cell line: RXF 393. Synergy scores: CSS=14.2, Synergy_ZIP=-2.15, Synergy_Bliss=2.01, Synergy_Loewe=-2.44, Synergy_HSA=2.50.